From a dataset of Forward reaction prediction with 1.9M reactions from USPTO patents (1976-2016). Predict the product of the given reaction. (1) Given the reactants [N+:1]([C:4]1[CH:9]=[CH:8][C:7]([N:10]2[CH2:15][CH2:14][N:13]([C:16](=[O:18])[CH3:17])[CH2:12][CH2:11]2)=[CH:6][CH:5]=1)([O-])=O, predict the reaction product. The product is: [NH2:1][C:4]1[CH:5]=[CH:6][C:7]([N:10]2[CH2:11][CH2:12][N:13]([C:16](=[O:18])[CH3:17])[CH2:14][CH2:15]2)=[CH:8][CH:9]=1. (2) Given the reactants [C:1]([C:4]12[CH2:11][CH2:10][C:7]([NH:12][CH2:13][C:14]([N:16]3[CH2:20][C@@H:19]([F:21])[CH2:18][C@H:17]3[C:22]#[N:23])=[O:15])([CH2:8][CH2:9]1)[CH2:6][CH2:5]2)([OH:3])=O.[Cl:24][C:25]1[CH:31]=[CH:30][C:28]([NH2:29])=[CH:27][CH:26]=1, predict the reaction product. The product is: [Cl:24][C:25]1[CH:31]=[CH:30][C:28]([NH:29][C:1]([C:4]23[CH2:9][CH2:8][C:7]([NH:12][CH2:13][C:14]([N:16]4[CH2:20][C@@H:19]([F:21])[CH2:18][C@H:17]4[C:22]#[N:23])=[O:15])([CH2:6][CH2:5]2)[CH2:10][CH2:11]3)=[O:3])=[CH:27][CH:26]=1. (3) Given the reactants Br[C:2]1[CH:7]=[CH:6][CH:5]=[CH:4][CH:3]=1.[O:8]1[CH:12]=[CH:11][CH:10]=[C:9]1B(O)O, predict the reaction product. The product is: [C:2]1([C:9]2[O:8][CH:12]=[CH:11][CH:10]=2)[CH:7]=[CH:6][CH:5]=[CH:4][CH:3]=1. (4) The product is: [Cl:26][C:23]1[CH:24]=[CH:25][C:20]([CH:8]([C:5]2[CH:6]=[CH:7][C:2]([NH:1][S:31]([CH:28]3[CH2:30][CH2:29]3)(=[O:33])=[O:32])=[CH:3][CH:4]=2)[CH2:9][C:10]([C:12]2[CH:13]=[CH:14][C:15](=[O:19])[N:16]([CH3:18])[CH:17]=2)=[O:11])=[C:21]([CH3:27])[CH:22]=1. Given the reactants [NH2:1][C:2]1[CH:7]=[CH:6][C:5]([CH:8]([C:20]2[CH:25]=[CH:24][C:23]([Cl:26])=[CH:22][C:21]=2[CH3:27])[CH2:9][C:10]([C:12]2[CH:13]=[CH:14][C:15](=[O:19])[N:16]([CH3:18])[CH:17]=2)=[O:11])=[CH:4][CH:3]=1.[CH:28]1([S:31](Cl)(=[O:33])=[O:32])[CH2:30][CH2:29]1, predict the reaction product.